From a dataset of Forward reaction prediction with 1.9M reactions from USPTO patents (1976-2016). Predict the product of the given reaction. (1) Given the reactants [CH3:1][C@H:2]1[N:14]2[C:6](=[CH:7][C:8]3[C:13]2=[N:12][CH:11]=[C:10]([CH3:15])[CH:9]=3)[C:5](=O)[NH:4][CH2:3]1.[H-].[Al+3].[Li+].[H-].[H-].[H-], predict the reaction product. The product is: [CH3:1][C@H:2]1[N:14]2[C:6](=[CH:7][C:8]3[C:13]2=[N:12][CH:11]=[C:10]([CH3:15])[CH:9]=3)[CH2:5][NH:4][CH2:3]1. (2) Given the reactants F[C:2]1[CH:9]=[CH:8][C:5]([CH:6]=O)=[CH:4][CH:3]=1.[CH3:10][C:11]1[N:12]=[CH:13][NH:14][CH:15]=1.[C:16]([O-])([O-])=O.[K+].[K+].N1C=CN=C1.[N+](=C(P(=O)(OC)OC)C(=O)C)=[N-], predict the reaction product. The product is: [C:6]([C:5]1[CH:8]=[CH:9][C:2]([N:14]2[CH:15]=[C:11]([CH3:10])[N:12]=[CH:13]2)=[CH:3][CH:4]=1)#[CH:16]. (3) Given the reactants [Br:1][C:2]1[CH:21]=[CH:20][C:5]([NH:6][C:7]2[C:16]3[C:11](=[CH:12][C:13]([OH:19])=[C:14]([O:17][CH3:18])[CH:15]=3)[N:10]=[CH:9][N:8]=2)=[C:4]([F:22])[CH:3]=1.Br[CH2:24][CH2:25][CH2:26][Cl:27].C(=O)([O-])[O-].[K+].[K+], predict the reaction product. The product is: [Br:1][C:2]1[CH:21]=[CH:20][C:5]([NH:6][C:7]2[C:16]3[C:11](=[CH:12][C:13]([O:19][CH2:24][CH2:25][CH2:26][Cl:27])=[C:14]([O:17][CH3:18])[CH:15]=3)[N:10]=[CH:9][N:8]=2)=[C:4]([F:22])[CH:3]=1.